Dataset: Catalyst prediction with 721,799 reactions and 888 catalyst types from USPTO. Task: Predict which catalyst facilitates the given reaction. (1) Reactant: [Cl:1][C:2](=[O:9])[CH2:3][CH2:4][C:5]([O:7][CH3:8])=[O:6].[Cl:10]N1C(=O)CCC1=O.Cl. Product: [Cl:10][CH:3]([C:2]([Cl:1])=[O:9])[CH2:4][C:5]([O:7][CH3:8])=[O:6]. The catalyst class is: 309. (2) Reactant: [CH3:1][C:2]([CH3:22])=[CH:3][CH2:4][CH2:5]/[C:6](/[CH3:21])=[CH:7]/[CH2:8][CH2:9]/[C:10](/[CH3:20])=[CH:11]/[CH2:12][S:13][CH2:14][C@H:15]([NH2:19])[C:16]([OH:18])=[O:17].C([O-])([O-])=O.[K+].[K+].[C:29]1(=[O:36])[O:35][C:33](=[O:34])[CH2:32][CH2:31][CH2:30]1.Cl. Product: [C:16]([C@@H:15]([NH:19][C:29](=[O:36])[CH2:30][CH2:31][CH2:32][C:33]([OH:35])=[O:34])[CH2:14][S:13][CH2:12]/[CH:11]=[C:10](\[CH3:20])/[CH2:9][CH2:8]/[CH:7]=[C:6](\[CH3:21])/[CH2:5][CH2:4][CH:3]=[C:2]([CH3:22])[CH3:1])([OH:18])=[O:17]. The catalyst class is: 1. (3) Reactant: [CH3:1][N:2]([CH3:20])[C:3](=[O:19])[CH2:4][C@@H:5]([NH:8][C:9](=[O:18])[O:10][CH2:11][C:12]1[CH:17]=[CH:16][CH:15]=[CH:14][CH:13]=1)[CH2:6]O.C(P(CCCC)CCCC)CCC.[C:34]1([S:40][S:40][C:34]2[CH:39]=[CH:38][CH:37]=[CH:36][CH:35]=2)[CH:39]=[CH:38][CH:37]=[CH:36][CH:35]=1. Product: [CH3:1][N:2]([CH3:20])[C:3](=[O:19])[CH2:4][C@@H:5]([NH:8][C:9](=[O:18])[O:10][CH2:11][C:12]1[CH:17]=[CH:16][CH:15]=[CH:14][CH:13]=1)[CH2:6][S:40][C:34]1[CH:39]=[CH:38][CH:37]=[CH:36][CH:35]=1. The catalyst class is: 11. (4) Reactant: O[CH:2]=[C:3]1[C:11]2[C:6](=[CH:7][C:8]([C:12]([C:14]3[CH:15]=[C:16]([NH:20][C:21]([C:23]4[N:24]([CH2:29][CH3:30])[N:25]=[C:26]([CH3:28])[CH:27]=4)=[O:22])[CH:17]=[CH:18][CH:19]=3)=[O:13])=[CH:9][CH:10]=2)[NH:5][C:4]1=[O:31].C1COCC1.[NH2:37][C:38]1[CH:43]=[CH:42][C:41]([CH2:44][CH2:45][CH2:46][C:47]([OH:49])=[O:48])=[CH:40][CH:39]=1. Product: [CH2:29]([N:24]1[C:23]([C:21]([NH:20][C:16]2[CH:15]=[C:14]([CH:19]=[CH:18][CH:17]=2)[C:12]([C:8]2[CH:7]=[C:6]3[C:11]([C:3](=[CH:2][NH:37][C:38]4[CH:39]=[CH:40][C:41]([CH2:44][CH2:45][CH2:46][C:47]([OH:49])=[O:48])=[CH:42][CH:43]=4)[C:4](=[O:31])[NH:5]3)=[CH:10][CH:9]=2)=[O:13])=[O:22])=[CH:27][C:26]([CH3:28])=[N:25]1)[CH3:30]. The catalyst class is: 521. (5) Reactant: [C:1](Cl)(Cl)=[S:2].[Cl:5][C:6]1[CH:11]=[CH:10][C:9]([NH2:12])=[CH:8][C:7]=1[C:13]([F:16])([F:15])[F:14].N1C=CC=CC=1. Product: [Cl:5][C:6]1[CH:11]=[CH:10][C:9]([N:12]=[C:1]=[S:2])=[CH:8][C:7]=1[C:13]([F:14])([F:15])[F:16]. The catalyst class is: 4. (6) Reactant: Cl[C:2]1[CH:10]=[C:9]([S:11][CH3:12])[CH:8]=[C:7]([Cl:13])[C:3]=1[C:4]([NH2:6])=[O:5].[NH2:14][C:15]1[CH:20]=[CH:19][CH:18]=[C:17]([CH3:21])[CH:16]=1.CCN(C(C)C)C(C)C. Product: [Cl:13][C:7]1[CH:8]=[C:9]([S:11][CH3:12])[CH:10]=[C:2]([NH:14][C:15]2[CH:16]=[C:17]([CH3:21])[CH:18]=[CH:19][CH:20]=2)[C:3]=1[C:4]([NH2:6])=[O:5]. The catalyst class is: 179. (7) Reactant: C([O:8][C:9]1[C:10](=[O:70])[NH:11][C:12]([CH3:69])=[CH:13][C:14]=1[C:15]([NH:17][CH2:18][CH2:19][N:20]([CH2:48][CH2:49][NH:50][C:51]([C:53]1[CH:58]=[C:57]([CH3:59])[NH:56][C:55](=[O:60])[C:54]=1[O:61]CC1C=CC=CC=1)=[O:52])[CH2:21][CH:22]([NH:29][C:30]([C:32]1[CH:37]=[C:36]([CH3:38])[NH:35][C:34](=[O:39])[C:33]=1[O:40]CC1C=CC=CC=1)=[O:31])[CH2:23][CH2:24][CH2:25][C:26]([OH:28])=[O:27])=[O:16])C1C=CC=CC=1.Cl. Product: [OH:61][C:54]1[C:55](=[O:60])[NH:56][C:57]([CH3:59])=[CH:58][C:53]=1[C:51]([NH:50][CH2:49][CH2:48][N:20]([CH2:19][CH2:18][NH:17][C:15]([C:14]1[CH:13]=[C:12]([CH3:69])[NH:11][C:10](=[O:70])[C:9]=1[OH:8])=[O:16])[CH2:21][CH:22]([NH:29][C:30]([C:32]1[CH:37]=[C:36]([CH3:38])[NH:35][C:34](=[O:39])[C:33]=1[OH:40])=[O:31])[CH2:23][CH2:24][CH2:25][C:26]([OH:28])=[O:27])=[O:52]. The catalyst class is: 15.